From a dataset of Forward reaction prediction with 1.9M reactions from USPTO patents (1976-2016). Predict the product of the given reaction. (1) The product is: [C:16]([C:6]1[CH:5]=[C:4]([CH:9]=[C:8]([F:10])[C:7]=1[NH:11][S:12]([CH3:15])(=[O:14])=[O:13])[CH2:3][NH:2][C:39](=[O:40])[CH:38]=[CH:37][C:34]1[CH:35]=[N:36][C:31]([N:25]2[CH2:26][CH2:27][O:28][CH2:29][CH2:30]2)=[CH:32][CH:33]=1)#[CH:17]. Given the reactants Cl.[NH2:2][CH2:3][C:4]1[CH:9]=[C:8]([F:10])[C:7]([NH:11][S:12]([CH3:15])(=[O:14])=[O:13])=[C:6]([C:16]#[CH:17])[CH:5]=1.C(N(CC)CC)C.[N:25]1([C:31]2[N:36]=[CH:35][C:34]([CH:37]=[CH:38][C:39](O)=[O:40])=[CH:33][CH:32]=2)[CH2:30][CH2:29][O:28][CH2:27][CH2:26]1.C[N+]1(C2N=C(OC)N=C(OC)N=2)CCOCC1.[Cl-], predict the reaction product. (2) Given the reactants [NH:1]1[CH2:7][CH2:6][CH2:5][CH2:4][C:3]2[CH:8]=[CH:9][CH:10]=[CH:11][C:2]1=2.[CH3:12][N:13]1[CH2:18][CH2:17][C:16](=O)[CH2:15][CH2:14]1.C(O)(=O)C.[BH3-]C#N.[Na+], predict the reaction product. The product is: [CH3:12][N:13]1[CH2:18][CH2:17][CH:16]([N:1]2[CH2:7][CH2:6][CH2:5][CH2:4][C:3]3[CH:8]=[CH:9][CH:10]=[CH:11][C:2]2=3)[CH2:15][CH2:14]1. (3) The product is: [CH3:34][O:33][C:31](=[O:32])[C:30]1[CH:35]=[CH:36][C:27](/[CH:25]=[CH:16]/[C:15]([C:12]2[CH:13]=[CH:14][C:9]([Cl:8])=[CH:10][C:11]=2[NH:18][C:19]2[CH:24]=[CH:23][CH:22]=[CH:21][N:20]=2)=[O:17])=[CH:28][CH:29]=1. Given the reactants FC(F)(F)C(O)=O.[Cl:8][C:9]1[CH:14]=[CH:13][C:12]([C:15](=[O:17])[CH3:16])=[C:11]([NH:18][C:19]2[CH:24]=[CH:23][CH:22]=[CH:21][N:20]=2)[CH:10]=1.[CH:25]([C:27]1[CH:36]=[CH:35][C:30]([C:31]([O:33][CH3:34])=[O:32])=[CH:29][CH:28]=1)=O.C[O-].[Na+].Cl, predict the reaction product. (4) Given the reactants [C:1]([N:4]1[C:13]2[C:8](=[CH:9][C:10]([C:14]3[CH:22]=[CH:21][C:17]([C:18]([OH:20])=O)=[CH:16][N:15]=3)=[CH:11][CH:12]=2)[C@H:7]([NH:23][C:24]2[CH:29]=[CH:28][C:27]([C:30]#[N:31])=[CH:26][N:25]=2)[CH2:6][C@@H:5]1[CH3:32])(=[O:3])[CH3:2].CN(C(ON1N=NC2C=CC=NC1=2)=[N+](C)C)C.F[P-](F)(F)(F)(F)F.CCN(C(C)C)C(C)C.[CH3:66][N:67]([CH3:71])[CH2:68][CH2:69][NH2:70], predict the reaction product. The product is: [C:1]([N:4]1[C:13]2[C:8](=[CH:9][C:10]([C:14]3[CH:22]=[CH:21][C:17]([C:18]([NH:70][CH2:69][CH2:68][N:67]([CH3:71])[CH3:66])=[O:20])=[CH:16][N:15]=3)=[CH:11][CH:12]=2)[C@H:7]([NH:23][C:24]2[CH:29]=[CH:28][C:27]([C:30]#[N:31])=[CH:26][N:25]=2)[CH2:6][C@@H:5]1[CH3:32])(=[O:3])[CH3:2]. (5) Given the reactants [N+:1]([C:4]1[CH:9]=[CH:8][C:7]([NH:10][C:11]2[N:16]=[CH:15][CH:14]=[CH:13][N:12]=2)=[CH:6][CH:5]=1)([O-])=O, predict the reaction product. The product is: [N:12]1[CH:13]=[CH:14][CH:15]=[N:16][C:11]=1[NH:10][C:7]1[CH:8]=[CH:9][C:4]([NH2:1])=[CH:5][CH:6]=1. (6) Given the reactants [F:1][C:2]1([CH3:31])[CH2:5][N:4]([C:6]([C:8]2[CH:9]=[C:10]3[C:15](=[CH:16][CH:17]=2)[CH:14]=[N+:13]([O-])[CH:12]=[C:11]3[C:19]2[CH:24]=[CH:23][C:22]([C:25]3[CH:26]=[N:27][N:28]([CH3:30])[CH:29]=3)=[CH:21][CH:20]=2)=[O:7])[CH2:3]1.S(Cl)(C1C=CC(C)=CC=1)(=O)=O.C(C[NH2:46])O, predict the reaction product. The product is: [NH2:46][C:14]1[C:15]2[C:10](=[CH:9][C:8]([C:6]([N:4]3[CH2:5][C:2]([F:1])([CH3:31])[CH2:3]3)=[O:7])=[CH:17][CH:16]=2)[C:11]([C:19]2[CH:24]=[CH:23][C:22]([C:25]3[CH:26]=[N:27][N:28]([CH3:30])[CH:29]=3)=[CH:21][CH:20]=2)=[CH:12][N:13]=1.